This data is from Reaction yield outcomes from USPTO patents with 853,638 reactions. The task is: Predict the reaction yield, written as a fraction of the theoretical maximum amount of product (1.0 means a 100% yield; for example, 0.34 means a 34% yield). (1) The reactants are [CH2:1]([O:3][C:4]([C:6]1[N:7]=[CH:8][C:9]2[C:14]([C:15]=1[OH:16])=[CH:13][CH:12]=[C:11]([Br:17])[CH:10]=2)=[O:5])[CH3:2].CC1C=C(C)N=C(C)C=1.CC1C([IH+:34])=C(C)N=C(C)C=1.F[P-](F)(F)(F)(F)F. The catalyst is ClCCl. The product is [CH2:1]([O:3][C:4]([C:6]1[N:7]=[C:8]([I:34])[C:9]2[C:14]([C:15]=1[OH:16])=[CH:13][CH:12]=[C:11]([Br:17])[CH:10]=2)=[O:5])[CH3:2]. The yield is 0.770. (2) No catalyst specified. The reactants are [Cl:1][C:2]1[CH:3]=[CH:4][C:5]([CH2:8][O:9][C:10]2[CH:15]=[CH:14][NH:13][C:12](=[O:16])[CH:11]=2)=[N:6][CH:7]=1.Br[C:18]1[CH:19]=[CH:20][C:21]2[C:22]3[CH2:31][N:30]([C:32]([O:34][C:35]([CH3:38])([CH3:37])[CH3:36])=[O:33])[CH2:29][CH2:28][C:23]=3[N:24]([CH3:27])[C:25]=2[CH:26]=1. The yield is 0.400. The product is [Cl:1][C:2]1[CH:3]=[CH:4][C:5]([CH2:8][O:9][C:10]2[CH:15]=[CH:14][N:13]([C:18]3[CH:19]=[CH:20][C:21]4[C:22]5[CH2:31][N:30]([C:32]([O:34][C:35]([CH3:38])([CH3:37])[CH3:36])=[O:33])[CH2:29][CH2:28][C:23]=5[N:24]([CH3:27])[C:25]=4[CH:26]=3)[C:12](=[O:16])[CH:11]=2)=[N:6][CH:7]=1. (3) The reactants are [C:1]([N:5]1[CH2:8][CH:7]([N:9]2[CH2:14][CH2:13][CH:12]([C:15]([NH:17][CH2:18][C:19]3[CH:24]=[C:23]([Cl:25])[C:22]([Cl:26])=[CH:21][C:20]=3[O:27]C)=[O:16])[CH2:11][CH2:10]2)[CH2:6]1)(=[O:4])[CH:2]=[CH2:3].B(Br)(Br)Br.C([O-])(O)=O.[Na+]. The catalyst is C(Cl)Cl. The product is [Cl:26][C:22]1[C:23]([Cl:25])=[CH:24][C:19]([CH2:18][NH:17][C:15]([CH:12]2[CH2:11][CH2:10][N:9]([CH:7]3[CH2:8][N:5]([C:1](=[O:4])[CH:2]=[CH2:3])[CH2:6]3)[CH2:14][CH2:13]2)=[O:16])=[C:20]([OH:27])[CH:21]=1. The yield is 0.240.